Dataset: Reaction yield outcomes from USPTO patents with 853,638 reactions. Task: Predict the reaction yield, written as a fraction of the theoretical maximum amount of product (1.0 means a 100% yield; for example, 0.34 means a 34% yield). The product is [CH3:3][CH2:2][O:4][C:5](/[C:6](/[Cl:1])=[N:10]\[OH:12])=[O:8]. The reactants are [ClH:1].[CH2:2]([O:4][C:5](=[O:8])[CH2:6]N)[CH3:3].Cl.[N:10]([O-:12])=O.[Na+]. The catalyst is O. The yield is 0.390.